This data is from Peptide-MHC class II binding affinity with 134,281 pairs from IEDB. The task is: Regression. Given a peptide amino acid sequence and an MHC pseudo amino acid sequence, predict their binding affinity value. This is MHC class II binding data. (1) The peptide sequence is YDKFLANVSTVLDGK. The MHC is DRB1_0802 with pseudo-sequence DRB1_0802. The binding affinity (normalized) is 0.575. (2) The peptide sequence is GINITNFRAILTAFS. The MHC is DRB1_0701 with pseudo-sequence DRB1_0701. The binding affinity (normalized) is 0.639. (3) The peptide sequence is VTLRIRNVRFSDEGG. The MHC is DRB1_1101 with pseudo-sequence DRB1_1101. The binding affinity (normalized) is 0.365. (4) The peptide sequence is VKNVIGPFMKAVCVE. The MHC is DRB1_1302 with pseudo-sequence DRB1_1302. The binding affinity (normalized) is 0.678. (5) The peptide sequence is TEQYKFQADSPKRLA. The MHC is DRB1_0802 with pseudo-sequence DRB1_0802. The binding affinity (normalized) is 0.120. (6) The peptide sequence is SGTVDFDEFMEMMTG. The MHC is DRB1_0401 with pseudo-sequence DRB1_0401. The binding affinity (normalized) is 0.158. (7) The peptide sequence is KFDSQLAHRHMARELH. The MHC is DRB4_0101 with pseudo-sequence DRB4_0103. The binding affinity (normalized) is 0.226. (8) The peptide sequence is EAVSLLCSDKQPCNG. The MHC is DRB1_0901 with pseudo-sequence DRB1_0901. The binding affinity (normalized) is 0.0397.